This data is from Catalyst prediction with 721,799 reactions and 888 catalyst types from USPTO. The task is: Predict which catalyst facilitates the given reaction. (1) Reactant: [CH:1]1([NH:7][CH2:8][C:9]([N:11]2[C:20]3[C:15](=[CH:16][CH:17]=[C:18]([C:21]([O:23]C(C)(C)C)=[O:22])[CH:19]=3)[N:14]([CH:28]3[CH2:30][CH2:29]3)[C:13](=[O:31])[CH2:12]2)=[O:10])C[CH2:5][CH2:4][CH2:3][CH2:2]1.FC(F)(F)C(O)=O. Product: [CH:1]1([NH:7][CH2:8][C:9]([N:11]2[C:20]3[C:15](=[CH:16][CH:17]=[C:18]([C:21]([OH:23])=[O:22])[CH:19]=3)[N:14]([CH:28]3[CH2:30][CH2:29]3)[C:13](=[O:31])[CH2:12]2)=[O:10])[CH2:5][CH2:4][CH2:3][CH2:2]1. The catalyst class is: 4. (2) Reactant: [CH:1]1([N:7]=[C:8]=[O:9])[CH2:6][CH2:5][CH2:4][CH2:3][CH2:2]1.[CH3:10][C:11]1[N:16]2[N:17]=[N:18][N:19]=[C:15]2[C:14]2[N:20]=[C:21]([CH2:28][CH2:29][CH3:30])[N:22]([CH2:23][C:24]([CH3:27])([NH2:26])[CH3:25])[C:13]=2[C:12]=1[CH3:31]. Product: [CH3:10][C:11]1[N:16]2[N:17]=[N:18][N:19]=[C:15]2[C:14]2[N:20]=[C:21]([CH2:28][CH2:29][CH3:30])[N:22]([CH2:23][C:24]([NH:26][C:8]([NH:7][CH:1]3[CH2:6][CH2:5][CH2:4][CH2:3][CH2:2]3)=[O:9])([CH3:27])[CH3:25])[C:13]=2[C:12]=1[CH3:31]. The catalyst class is: 4. (3) Reactant: [CH3:1][O:2][C:3]1[CH:4]=[C:5]([NH:9][C:10]2[C:15]([C:16]3[N:24]=[C:23]([CH3:25])[N:22]=[C:21]4[C:17]=3[N:18]=[CH:19][N:20]4C3CCCCO3)=[CH:14][CH:13]=[CH:12][N:11]=2)[CH:6]=[N:7][CH:8]=1.FC(F)(F)C(O)=O. Product: [CH3:1][O:2][C:3]1[CH:4]=[C:5]([NH:9][C:10]2[C:15]([C:16]3[N:24]=[C:23]([CH3:25])[N:22]=[C:21]4[C:17]=3[N:18]=[CH:19][NH:20]4)=[CH:14][CH:13]=[CH:12][N:11]=2)[CH:6]=[N:7][CH:8]=1. The catalyst class is: 2. (4) Reactant: [NH2:1][CH:2]([C:8]1[CH:13]=[CH:12][CH:11]=[C:10]([CH:14]([F:16])[F:15])[CH:9]=1)[C:3]([O:5][CH2:6][CH3:7])=[O:4].[C:17](O[C:17]([O:19][C:20]([CH3:23])([CH3:22])[CH3:21])=[O:18])([O:19][C:20]([CH3:23])([CH3:22])[CH3:21])=[O:18]. Product: [C:20]([O:19][C:17]([NH:1][CH:2]([C:8]1[CH:13]=[CH:12][CH:11]=[C:10]([CH:14]([F:15])[F:16])[CH:9]=1)[C:3]([O:5][CH2:6][CH3:7])=[O:4])=[O:18])([CH3:23])([CH3:22])[CH3:21]. The catalyst class is: 4. (5) The catalyst class is: 1. Product: [OH:8][CH2:9][CH2:10][C:11]1[CH:12]=[C:13](/[CH:17]=[CH:18]/[C:19]2[N:20]=[C:21]([NH:24][C:25](=[O:27])[CH3:26])[S:22][CH:23]=2)[CH:14]=[CH:15][CH:16]=1. Reactant: [Si]([O:8][CH2:9][CH2:10][C:11]1[CH:12]=[C:13](/[CH:17]=[CH:18]/[C:19]2[N:20]=[C:21]([NH:24][C:25](=[O:27])[CH3:26])[S:22][CH:23]=2)[CH:14]=[CH:15][CH:16]=1)(C(C)(C)C)(C)C.[F-].C([N+](CCCC)(CCCC)CCCC)CCC.O.